From a dataset of Forward reaction prediction with 1.9M reactions from USPTO patents (1976-2016). Predict the product of the given reaction. (1) Given the reactants [CH2:1]([O:3][C:4](=[O:34])[C:5]1[CH:10]=[C:9]([N:11]2[C:15]([CH3:16])=[CH:14][CH:13]=[C:12]2[C:17]2[CH:22]=[C:21]([Br:23])[CH:20]=[CH:19][C:18]=2[O:24]CC2C=CC(OC)=CC=2)[CH:8]=[N:7][CH:6]=1)[CH3:2], predict the reaction product. The product is: [CH2:1]([O:3][C:4](=[O:34])[C:5]1[CH:10]=[C:9]([N:11]2[C:15]([CH3:16])=[CH:14][CH:13]=[C:12]2[C:17]2[CH:22]=[C:21]([Br:23])[CH:20]=[CH:19][C:18]=2[OH:24])[CH:8]=[N:7][CH:6]=1)[CH3:2]. (2) Given the reactants [NH2:1][C:2]1[N:7]=[C:6]([NH:8][C:9]2[CH:24]=[CH:23][C:12]([O:13][C:14]3[CH:19]=[CH:18][N:17]=[C:16]([C:20]([OH:22])=O)[CH:15]=3)=[CH:11][CH:10]=2)[CH:5]=[C:4]([C:25]2[CH:30]=[CH:29][CH:28]=[CH:27][CH:26]=2)[N:3]=1.CN(C(ON1N=NC2C=CC=NC1=2)=[N+](C)C)C.F[P-](F)(F)(F)(F)F.CCN(C(C)C)C(C)C.[NH:64]1[CH2:69][CH2:68][O:67][CH2:66][CH2:65]1, predict the reaction product. The product is: [N:64]1([C:20]([C:16]2[CH:15]=[C:14]([O:13][C:12]3[CH:23]=[CH:24][C:9]([NH:8][C:6]4[CH:5]=[C:4]([C:25]5[CH:26]=[CH:27][CH:28]=[CH:29][CH:30]=5)[N:3]=[C:2]([NH2:1])[N:7]=4)=[CH:10][CH:11]=3)[CH:19]=[CH:18][N:17]=2)=[O:22])[CH2:69][CH2:68][O:67][CH2:66][CH2:65]1. (3) Given the reactants C(N1C2C(=CC=CC=2)C(C2C(O)=C[C:19]3[O:20]COC=3C=2)C1=O)CCCCC.[Br:27][C:28]1[CH:36]=[CH:35][CH:34]=[C:33]2[C:29]=1[CH:30]([C:38]1[C:39]([OH:47])=[CH:40][C:41]3[O:45][CH2:44][CH2:43][C:42]=3[CH:46]=1)[C:31](=[O:37])[NH:32]2.BrCC(OCC)=O.C=O, predict the reaction product. The product is: [Br:27][C:28]1[CH:36]=[CH:35][CH:34]=[C:33]2[C:29]=1[C:30]([C:38]1[C:39]([OH:47])=[CH:40][C:41]3[O:45][CH2:44][CH2:43][C:42]=3[CH:46]=1)([CH2:19][OH:20])[C:31](=[O:37])[NH:32]2. (4) The product is: [Br:7][C:8]1[CH:16]=[CH:15][C:11]([C:12]([N:20]([O:21][CH3:22])[CH3:19])=[O:13])=[CH:10][C:9]=1[F:17]. Given the reactants C(Cl)(=O)C(Cl)=O.[Br:7][C:8]1[CH:16]=[CH:15][C:11]([C:12](O)=[O:13])=[CH:10][C:9]=1[F:17].Cl.[CH3:19][NH:20][O:21][CH3:22].C(=O)([O-])[O-].[K+].[K+], predict the reaction product. (5) Given the reactants [C:1]([C:4]1[N:5]=[C:6]2[C:12]3[CH:13]=[C:14]([C:18]#[C:19][C:20]([OH:23])([CH3:22])[CH3:21])[C:15]([F:17])=[CH:16][C:11]=3[O:10][CH2:9][CH2:8][N:7]2[C:24]=1[C:25](O)=[O:26])(=[O:3])[NH2:2].Cl.[CH3:29][N:30]1[CH2:33][CH:32]([NH2:34])[CH2:31]1, predict the reaction product. The product is: [F:17][C:15]1[C:14]([C:18]#[C:19][C:20]([OH:23])([CH3:21])[CH3:22])=[CH:13][C:12]2[C:6]3[N:7]([C:24]([C:25]([NH:34][CH:32]4[CH2:33][N:30]([CH3:29])[CH2:31]4)=[O:26])=[C:4]([C:1]([NH2:2])=[O:3])[N:5]=3)[CH2:8][CH2:9][O:10][C:11]=2[CH:16]=1. (6) Given the reactants C(C1CC2C(=CC(F)=C(OC)C=2Cl)C1=O)CCC.C(C(C)=O)=C.C[O-].[Na+].CO.[CH2:29]([C:33]1([CH2:47][CH2:48][C:49](=[O:51])[CH3:50])[CH2:41][C:40]2[C:35](=[CH:36][C:37]([F:45])=[C:38]([O:43][CH3:44])[C:39]=2[Cl:42])[C:34]1=O)[CH2:30][CH2:31][CH3:32].N1CCCC1.C(O)(=O)C, predict the reaction product. The product is: [CH2:29]([C:33]12[CH2:47][CH2:48][C:49](=[O:51])[CH:50]=[C:34]1[C:35]1[C:40](=[C:39]([Cl:42])[C:38]([O:43][CH3:44])=[C:37]([F:45])[CH:36]=1)[CH2:41]2)[CH2:30][CH2:31][CH3:32]. (7) Given the reactants [Cl:1][C:2]1[CH:7]=[CH:6][C:5]([O:8][CH3:9])=[CH:4][N:3]=1.C1C=C(Cl)C=C(C(OO)=[O:18])C=1, predict the reaction product. The product is: [Cl:1][C:2]1[CH:7]=[CH:6][C:5]([O:8][CH3:9])=[CH:4][N+:3]=1[O-:18]. (8) Given the reactants CO[C:3]([C:5]1[N:6]=[CH:7][C:8]([N:11]2[CH2:16][CH2:15][N:14]([C:17]3[N:18]=[N:19][C:20](Cl)=[C:21]([CH3:24])[C:22]=3[CH3:23])[CH2:13][C@H:12]2[CH3:26])=[N:9][CH:10]=1)=[O:4].[NH2:27][C:28]1[CH:33]=[CH:32][CH:31]=[CH:30][CH:29]=1, predict the reaction product. The product is: [C:28]1([NH:27][C:3]([C:5]2[N:6]=[CH:7][C:8]([N:11]3[CH2:16][CH2:15][N:14]([C:17]4[N:18]=[N:19][C:20]([NH:27][C:28]5[CH:33]=[CH:32][CH:31]=[CH:30][CH:29]=5)=[C:21]([CH3:24])[C:22]=4[CH3:23])[CH2:13][C@H:12]3[CH3:26])=[N:9][CH:10]=2)=[O:4])[CH:33]=[CH:32][CH:31]=[CH:30][CH:29]=1. (9) Given the reactants C(Cl)(=O)C(Cl)=O.CS(C)=O.[OH:11][CH2:12][C@@H:13]1[CH2:17][C:16](=[O:18])[CH2:15][C@H:14]1[C:19]1[CH:24]=[CH:23][CH:22]=[CH:21][CH:20]=1.CCN(C(C)C)C(C)C.Cl, predict the reaction product. The product is: [O:18]=[C:16]1[CH2:17][C@@H:13]([CH:12]=[O:11])[C@H:14]([C:19]2[CH:24]=[CH:23][CH:22]=[CH:21][CH:20]=2)[CH2:15]1. (10) The product is: [Cl:1][C:2]1[CH:10]=[CH:9][C:8]2[N:7](/[CH:11]=[C:12](/[C:15]3[CH:20]=[CH:19][N:18]=[CH:17][N:16]=3)\[CH3:13])[C:6]3[CH2:21][CH2:22][N:23]([CH3:25])[CH2:24][C:5]=3[C:4]=2[CH:3]=1. Given the reactants [Cl:1][C:2]1[CH:10]=[CH:9][C:8]2[N:7]([CH2:11][C:12]([C:15]3[CH:20]=[CH:19][N:18]=[CH:17][N:16]=3)(O)[CH3:13])[C:6]3[CH2:21][CH2:22][N:23]([CH3:25])[CH2:24][C:5]=3[C:4]=2[CH:3]=1.CN(C=O)C.S(Cl)(Cl)=O, predict the reaction product.